Dataset: Catalyst prediction with 721,799 reactions and 888 catalyst types from USPTO. Task: Predict which catalyst facilitates the given reaction. (1) Reactant: [ClH:1].[CH2:2]1[CH2:6][O:5][C:4]2[CH:7]=[CH:8][C:9]3[CH2:10][CH2:11]/[C:12](=[CH:14]\[CH2:15][NH2:16])/[C:13]=3[C:3]1=2.[OH-].[Na+]. Product: [ClH:1].[CH2:2]1[CH2:6][O:5][C:4]2[CH:7]=[CH:8][C:9]3[CH2:10][CH2:11][C@@H:12]([CH2:14][CH2:15][NH2:16])[C:13]=3[C:3]1=2. The catalyst class is: 11. (2) Reactant: [CH3:1][C:2]1([CH3:16])[C:6]([CH3:8])([CH3:7])[O:5][B:4]([C:9]2[CH:15]=[CH:14][CH:13]=[CH:12][C:10]=2[NH2:11])[O:3]1.[CH3:17][S:18](Cl)(=[O:20])=[O:19]. Product: [CH3:8][C:6]1([CH3:7])[C:2]([CH3:16])([CH3:1])[O:3][B:4]([C:9]2[CH:15]=[CH:14][CH:13]=[CH:12][C:10]=2[NH:11][S:18]([CH3:17])(=[O:20])=[O:19])[O:5]1. The catalyst class is: 17. (3) Reactant: [OH:1][C:2]1[C:3]([N+:14]([O-:16])=[O:15])=[C:4]([CH:9]=[CH:10][C:11]=1[O:12][CH3:13])[C:5]([O:7][CH3:8])=[O:6].Br[CH:18]1[CH2:22][CH2:21][CH2:20][CH2:19]1.C(=O)([O-])[O-].[K+].[K+]. Product: [CH:18]1([O:1][C:2]2[C:3]([N+:14]([O-:16])=[O:15])=[C:4]([CH:9]=[CH:10][C:11]=2[O:12][CH3:13])[C:5]([O:7][CH3:8])=[O:6])[CH2:22][CH2:21][CH2:20][CH2:19]1. The catalyst class is: 10.